Dataset: Full USPTO retrosynthesis dataset with 1.9M reactions from patents (1976-2016). Task: Predict the reactants needed to synthesize the given product. (1) The reactants are: [Cl:1][C:2]1[C:7]([C:8]2[CH:13]=[CH:12][CH:11]=[CH:10][CH:9]=2)=[N:6][N:5]=[C:4]2[N:14]([CH3:24])[N:15]=[C:16]([C:17]3[CH:22]=[CH:21][CH:20]=[CH:19][C:18]=3Cl)[C:3]=12.[CH3:25][O:26]C1C=CC(C(CC#N)=O)=CC=1. Given the product [Cl:1][C:2]1[C:7]([C:8]2[CH:13]=[CH:12][CH:11]=[CH:10][CH:9]=2)=[N:6][N:5]=[C:4]2[N:14]([CH3:24])[N:15]=[C:16]([C:17]3[CH:22]=[CH:21][C:20]([O:26][CH3:25])=[CH:19][CH:18]=3)[C:3]=12, predict the reactants needed to synthesize it. (2) Given the product [CH3:1][O:2][P:3]([C:7]1[CH:8]=[C:9]([C:13]2[CH:18]=[CH:17][C:16]([C@@H:19]3[C@@H:22]([CH2:23][CH2:24][C@H:25]([O:33][Si:34]([C:37]([CH3:40])([CH3:39])[CH3:38])([CH3:36])[CH3:35])[C:26]4[CH:31]=[CH:30][C:29]([F:32])=[CH:28][CH:27]=4)[C:21](=[O:41])[N:20]3[C:42]3[CH:47]=[CH:46][CH:45]=[CH:44][CH:43]=3)=[C:15]([OH:48])[CH:14]=2)[CH:10]=[CH:11][CH:12]=1)(=[O:6])[O:4][CH3:5], predict the reactants needed to synthesize it. The reactants are: [CH3:1][O:2][P:3]([C:7]1[CH:8]=[C:9]([C:13]2[CH:18]=[CH:17][C:16]([C@@H:19]3[C@@H:22]([CH2:23][CH2:24][C@H:25]([O:33][Si:34]([C:37]([CH3:40])([CH3:39])[CH3:38])([CH3:36])[CH3:35])[C:26]4[CH:31]=[CH:30][C:29]([F:32])=[CH:28][CH:27]=4)[C:21](=[O:41])[N:20]3[C:42]3[CH:47]=[CH:46][CH:45]=[CH:44][CH:43]=3)=[C:15]([O:48][Si](C(C)(C)C)(C)C)[CH:14]=2)[CH:10]=[CH:11][CH:12]=1)(=[O:6])[O:4][CH3:5].[F-].[K+].C(OCC)(=O)C. (3) Given the product [Cl:1][C:2]1[CH:3]=[CH:4][C:5]2[N:6]([C:8]([C:11]3[S:19][C:18]4[C:17]([O:20][CH3:21])=[CH:16][N:15]=[CH:14][C:13]=4[CH:12]=3)=[CH:9][N:10]=2)[N:7]=1, predict the reactants needed to synthesize it. The reactants are: [Cl:1][C:2]1[CH:3]=[CH:4][C:5]2[N:6]([C:8]([C:11]3[S:19][C:18]4[C:17]([OH:20])=[CH:16][N:15]=[CH:14][C:13]=4[CH:12]=3)=[CH:9][N:10]=2)[N:7]=1.[CH3:21]CN(C(C)C)C(C)C.[Si](C=[N+]=[N-])(C)(C)C. (4) Given the product [Cl:1][C:2]1[CH:8]=[CH:7][C:5]([NH:6][S:13]([CH3:12])(=[O:15])=[O:14])=[CH:4][C:3]=1[N+:9]([O-:11])=[O:10], predict the reactants needed to synthesize it. The reactants are: [Cl:1][C:2]1[CH:8]=[CH:7][C:5]([NH2:6])=[CH:4][C:3]=1[N+:9]([O-:11])=[O:10].[CH3:12][S:13](Cl)(=[O:15])=[O:14].N1C=CC=CC=1. (5) Given the product [CH3:1][O:2][C:3]([C:5]1[S:6][C:7]([C:28]#[C:29][C:30]([CH3:31])([CH3:33])[CH3:32])=[CH:8][C:9]=1[N:10]([CH2:20][C:21]([OH:23])=[O:22])[C:11]([C@H:13]1[CH2:18][CH2:17][C@H:16]([CH3:19])[CH2:15][CH2:14]1)=[O:12])=[O:4], predict the reactants needed to synthesize it. The reactants are: [CH3:1][O:2][C:3]([C:5]1[S:6][C:7]([C:28]#[C:29][C:30]([CH3:33])([CH3:32])[CH3:31])=[CH:8][C:9]=1[N:10]([CH2:20][C:21]([O:23]C(C)(C)C)=[O:22])[C:11]([C@H:13]1[CH2:18][CH2:17][C@H:16]([CH3:19])[CH2:15][CH2:14]1)=[O:12])=[O:4].FC(F)(F)C(O)=O. (6) The reactants are: [F:1][C:2]1[C:14]([F:15])=[C:13]([F:16])[CH:12]=[CH:11][C:3]=1[NH:4][C@H:5]([CH3:10])[C:6]([O:8][CH3:9])=[O:7].N12CCCN=C1CCCCC2.Cl. Given the product [F:1][C:2]1[C:14]([F:15])=[C:13]([F:16])[CH:12]=[CH:11][C:3]=1[NH:4][CH:5]([CH3:10])[C:6]([O:8][CH3:9])=[O:7], predict the reactants needed to synthesize it. (7) Given the product [Cl:12][C:10]1[S:11][C:6]2[CH:5]=[C:4]([C:1](=[O:3])[NH:33][CH:34]3[CH2:43][CH2:42][C:41]4[C:36](=[CH:37][C:38]([O:44][CH3:45])=[CH:39][CH:40]=4)[C:35]3=[O:46])[NH:8][C:7]=2[C:9]=1[Cl:13], predict the reactants needed to synthesize it. The reactants are: [C:1]([C:4]1[NH:8][C:7]2[C:9]([Cl:13])=[C:10]([Cl:12])[S:11][C:6]=2[CH:5]=1)([OH:3])=O.C1C=CC2N(O)N=NC=2C=1.CCN(C(C)C)C(C)C.[NH2:33][CH:34]1[CH2:43][CH2:42][C:41]2[C:36](=[CH:37][C:38]([O:44][CH3:45])=[CH:39][CH:40]=2)[C:35]1=[O:46].CCN=C=NCCCN(C)C.